From a dataset of Reaction yield outcomes from USPTO patents with 853,638 reactions. Predict the reaction yield, written as a fraction of the theoretical maximum amount of product (1.0 means a 100% yield; for example, 0.34 means a 34% yield). The reactants are [CH3:1][O:2][C:3]([C:5]1[CH:6]=[CH:7][C:8]([OH:11])=[CH:9][CH:10]=1)=[O:4].[H-].[Na+].Cl[CH2:15][O:16][CH3:17]. No catalyst specified. The product is [CH3:15][O:16][CH2:17][O:11][C:8]1[CH:9]=[CH:10][C:5]([C:3]([O:2][CH3:1])=[O:4])=[CH:6][CH:7]=1. The yield is 1.00.